Dataset: Catalyst prediction with 721,799 reactions and 888 catalyst types from USPTO. Task: Predict which catalyst facilitates the given reaction. (1) Reactant: O.C(O)C.[CH:5]12[CH2:10][CH:9]1[CH2:8][N:7]([C:11]1[N:16]=[C:15]([NH:17][CH2:18][C:19]3[CH:24]=[CH:23][C:22]([O:25][CH3:26])=[C:21]([F:27])[CH:20]=3)[C:14]([C:28]([O:30]CC)=[O:29])=[CH:13][N:12]=1)[CH2:6]2.[OH-].[Na+]. Product: [CH:5]12[CH2:10][CH:9]1[CH2:8][N:7]([C:11]1[N:16]=[C:15]([NH:17][CH2:18][C:19]3[CH:24]=[CH:23][C:22]([O:25][CH3:26])=[C:21]([F:27])[CH:20]=3)[C:14]([C:28]([OH:30])=[O:29])=[CH:13][N:12]=1)[CH2:6]2. The catalyst class is: 1. (2) Reactant: [NH2:1][CH:2]([CH2:6][NH:7][C:8]([C:10]1[CH:11]=[C:12]2[C:16](=[CH:17][CH:18]=1)[N:15]([CH2:19][CH2:20][CH2:21][NH:22][C:23]1[N:24](C(C3C=CC=CC=3)(C3C=CC=CC=3)C3C=CC=CC=3)[CH:25]=[CH:26][N:27]=1)[N:14]=[CH:13]2)=[O:9])[C:3]([OH:5])=[O:4]. Product: [NH2:1][CH:2]([CH2:6][NH:7][C:8]([C:10]1[CH:11]=[C:12]2[C:16](=[CH:17][CH:18]=1)[N:15]([CH2:19][CH2:20][CH2:21][NH:22][C:23]1[NH:24][CH:25]=[CH:26][N:27]=1)[N:14]=[CH:13]2)=[O:9])[C:3]([OH:5])=[O:4]. The catalyst class is: 55. (3) Reactant: [CH:1]1([CH2:4][C@H:5]([NH:9][C:10]([C:12]2[CH:17]=[CH:16][C:15]([CH:18]3[CH2:20][CH2:19]3)=[C:14]([O:21][CH2:22][CH:23]3[CH2:25][CH2:24]3)[N:13]=2)=[O:11])[C:6](O)=[O:7])[CH2:3][CH2:2]1.CN(C(ON1N=NC2C=CC=CC1=2)=[N+](C)C)C.[B-](F)(F)(F)F.CCN(C(C)C)C(C)C.[NH2:57][N:58]1[CH2:62][CH2:61][CH:60]([OH:63])[CH2:59]1. Product: [CH:1]1([CH2:4][C@H:5]([NH:9][C:10]([C:12]2[CH:17]=[CH:16][C:15]([CH:18]3[CH2:20][CH2:19]3)=[C:14]([O:21][CH2:22][CH:23]3[CH2:25][CH2:24]3)[N:13]=2)=[O:11])[C:6](=[O:7])[NH:57][N:58]2[CH2:62][CH2:61][CH:60]([OH:63])[CH2:59]2)[CH2:2][CH2:3]1. The catalyst class is: 3. (4) Reactant: [Cl:1][C:2]1[N:7]2[CH:8]=[C:9]([C:11]([O:13][CH2:14][CH3:15])=[O:12])[N:10]=[C:6]2[CH:5]=[C:4]([CH3:16])[C:3]=1[C:17]([O:19]C(C)(C)C)=[O:18]. Product: [Cl:1][C:2]1[N:7]2[CH:8]=[C:9]([C:11]([O:13][CH2:14][CH3:15])=[O:12])[N:10]=[C:6]2[CH:5]=[C:4]([CH3:16])[C:3]=1[C:17]([OH:19])=[O:18]. The catalyst class is: 67. (5) Reactant: [F:1][C:2]1[CH:7]=[CH:6][C:5]([F:8])=[CH:4][C:3]=1[C:9]1[CH:14]=[C:13]([NH:15][C:16]2[CH:21]=[CH:20][N:19]=[C:18]3[CH:22]=[N:23][N:24](CC4C=CC(OC)=CC=4)[C:17]=23)[C:12]([CH3:34])=[CH:11][N:10]=1.FC1C=CC(F)=CC=1C1C=C(NC2C3C(=CN(CC4C=CC(OC)=CC=4)N=3)N=CC=2)C(C)=CN=1.FC(F)(F)C(O)=O.C(=O)(O)[O-].[Na+]. Product: [F:1][C:2]1[CH:7]=[CH:6][C:5]([F:8])=[CH:4][C:3]=1[C:9]1[CH:14]=[C:13]([NH:15][C:16]2[CH:21]=[CH:20][N:19]=[C:18]3[CH:22]=[N:23][NH:24][C:17]=23)[C:12]([CH3:34])=[CH:11][N:10]=1. The catalyst class is: 4. (6) Reactant: [H-].[H-].[H-].[H-].[Li+].[Al+3].[CH:7]1[C:12]2[S:13][C:14]3[C:18]4[CH:19]=[CH:20][C:21]([C:23]([O-:25])=[O:24])=[CH:22][C:17]=4[S:16][C:15]=3[C:11]=2[CH:10]=[CH:9][C:8]=1[C:26]([O-:28])=[O:27]. Product: [OH:28][CH:26]([OH:27])[C:8]1[CH:9]=[CH:10][C:11]2[C:15]3[S:16][C:17]4[CH:22]=[C:21]([CH:23]([OH:24])[OH:25])[CH:20]=[CH:19][C:18]=4[C:14]=3[S:13][C:12]=2[CH:7]=1. The catalyst class is: 1. (7) Reactant: [CH3:1][O:2][N:3]=[C:4]([C:35]1[CH:40]=[CH:39][CH:38]=[CH:37][CH:36]=1)[C:5]1[CH:34]=[CH:33][C:8]2[N:9]([CH2:13][CH2:14][O:15][C:16]3[CH:21]=[CH:20][C:19]([CH2:22][CH:23]([O:27][CH2:28][C:29]([F:32])([F:31])[F:30])[C:24]([OH:26])=[O:25])=[CH:18][CH:17]=3)[C:10](=[O:12])[S:11][C:7]=2[CH:6]=1. Product: [CH3:1][O:2]/[N:3]=[C:4](/[C:35]1[CH:40]=[CH:39][CH:38]=[CH:37][CH:36]=1)\[C:5]1[CH:34]=[CH:33][C:8]2[N:9]([CH2:13][CH2:14][O:15][C:16]3[CH:17]=[CH:18][C:19]([CH2:22][CH:23]([O:27][CH2:28][C:29]([F:31])([F:30])[F:32])[C:24]([OH:26])=[O:25])=[CH:20][CH:21]=3)[C:10](=[O:12])[S:11][C:7]=2[CH:6]=1. The catalyst class is: 27.